From a dataset of Catalyst prediction with 721,799 reactions and 888 catalyst types from USPTO. Predict which catalyst facilitates the given reaction. Reactant: [CH:1](=[O:6])[CH2:2][CH2:3][CH:4]=[CH2:5].[N+:7](/[CH:10]=[CH:11]/[C:12]1[CH:17]=[CH:16][CH:15]=[CH:14][CH:13]=1)([O-:9])=[O:8].CCOCC.[Na+].[Cl-]. Product: [N+:7]([CH2:10][C@@H:11]([C:12]1[CH:17]=[CH:16][CH:15]=[CH:14][CH:13]=1)[C:1](=[O:6])[CH2:2][CH2:3][CH:4]=[CH2:5])([O-:9])=[O:8]. The catalyst class is: 22.